From a dataset of Catalyst prediction with 721,799 reactions and 888 catalyst types from USPTO. Predict which catalyst facilitates the given reaction. (1) Reactant: [CH2:1]([C:3]1[C:4]([NH:11][C@H:12]2[C@@H:16]([O:17][CH2:18][CH3:19])[CH2:15][N:14]([C:20]([O:22][CH3:23])=[O:21])[CH2:13]2)=[N:5][C:6]([CH2:9][CH3:10])=[CH:7][N:8]=1)[CH3:2].[I:24]N1C(=O)CCC1=O.S([O-])([O-])(=O)=S.[Na+].[Na+]. Product: [CH2:1]([C:3]1[C:4]([NH:11][C@H:12]2[C@@H:16]([O:17][CH2:18][CH3:19])[CH2:15][N:14]([C:20]([O:22][CH3:23])=[O:21])[CH2:13]2)=[N:5][C:6]([CH2:9][CH3:10])=[C:7]([I:24])[N:8]=1)[CH3:2]. The catalyst class is: 3. (2) Reactant: [CH:1]([C:4]1[O:5][CH:6]=[C:7]([CH2:9][N:10]2[CH2:15][CH2:14][N:13]([C:16](OC(C)(C)C)=O)[CH2:12][CH2:11]2)[N:8]=1)([CH3:3])[CH3:2].C(O)(C(F)(F)F)=O.[Br:30][C:31]1C(Cl)=[C:33]([N+:38]([O-:40])=[O:39])[C:34]([NH2:37])=[N:35][CH:36]=1. Product: [Br:30][C:31]1[C:16]([N:13]2[CH2:12][CH2:11][N:10]([CH2:9][C:7]3[N:8]=[C:4]([CH:1]([CH3:2])[CH3:3])[O:5][CH:6]=3)[CH2:15][CH2:14]2)=[C:33]([N+:38]([O-:40])=[O:39])[C:34]([NH2:37])=[N:35][CH:36]=1. The catalyst class is: 2. (3) Reactant: [C:1](#[N:4])[CH2:2][CH3:3].C1COCC1.C[Si]([N-][Si](C)(C)C)(C)C.[Li+].[C:20](OC)(=[O:24])[CH:21]([CH3:23])[CH3:22]. The catalyst class is: 6. Product: [CH3:3][CH:2]([C:20](=[O:24])[CH:21]([CH3:23])[CH3:22])[C:1]#[N:4]. (4) Reactant: [C:9](O[C:9]([O:11][C:12]([CH3:15])([CH3:14])[CH3:13])=[O:10])([O:11][C:12]([CH3:15])([CH3:14])[CH3:13])=[O:10].Cl.Cl.[NH2:18][C:19]1[C:23]([NH2:24])=[CH:22][S:21][CH:20]=1.C(N(CC)CC)C.O. Product: [NH2:18][C:19]1[C:23]([NH:24][C:9]([O:11][C:12]([CH3:13])([CH3:14])[CH3:15])=[O:10])=[CH:22][S:21][CH:20]=1. The catalyst class is: 1. (5) Reactant: [NH2:1][C:2]1[CH:9]=[CH:8][CH:7]=[C:6](Br)[C:3]=1[C:4]#[N:5].C([O-])(=O)C.[K+].[C:16]1(B(O)O)[CH:21]=[CH:20][CH:19]=[CH:18][CH:17]=1. Product: [NH2:1][C:2]1[CH:9]=[CH:8][CH:7]=[C:6]([C:16]2[CH:21]=[CH:20][CH:19]=[CH:18][CH:17]=2)[C:3]=1[C:4]#[N:5]. The catalyst class is: 11. (6) Reactant: [C:1]([O:5][C:6]([NH:8][C:9]1([CH3:17])[CH2:13][CH2:12][CH2:11][CH:10]1C(O)=O)=[O:7])([CH3:4])([CH3:3])[CH3:2].C([N:20]([CH2:23]C)CC)C.N(P(OC1C=CC=CC=1)(OC1C=CC=CC=1)=[O:29])=[N+]=[N-].[CH3:44][C@H:45]1[CH2:50][C@@H:49]([OH:51])[C@H:48]([CH:52]([CH3:54])[CH3:53])[CH2:47][CH2:46]1. Product: [C:1]([O:5][C:6]([NH:8][C:9]1([CH3:17])[CH2:13][CH2:12][CH2:11][CH:10]1[NH:20][C:23](=[O:29])[O:51][C@@H:49]1[CH2:50][C@H:45]([CH3:44])[CH2:46][CH2:47][C@H:48]1[CH:52]([CH3:54])[CH3:53])=[O:7])([CH3:2])([CH3:3])[CH3:4]. The catalyst class is: 11. (7) Reactant: [CH3:13][CH:12]([O:11][C:9](/[N:8]=[N:8]/[C:9]([O:11][CH:12]([CH3:14])[CH3:13])=[O:10])=[O:10])[CH3:14].[N+]([C:18]1C=CC=CC=1O)([O-])=O.Cl.N1[CH2:31][CH2:30][CH2:29][CH2:28][CH:27]1[CH2:32][CH2:33][CH2:34][C:35]([O:37][CH3:38])=[O:36].C1C=CC(P(C2C=CC=CC=2)C2C=CC=CC=2)=CC=1. Product: [C:12]([O:11][C:9]([N:8]1[CH2:31][CH2:30][CH2:29][CH2:28][CH:27]1[CH2:32][CH2:33][CH2:34][C:35]([O:37][CH3:38])=[O:36])=[O:10])([CH3:13])([CH3:14])[CH3:18]. The catalyst class is: 1.